Predict the product of the given reaction. From a dataset of Forward reaction prediction with 1.9M reactions from USPTO patents (1976-2016). (1) Given the reactants [Al+3].[Cl-].[Cl-].[Cl-].[CH:5]1[C:17]2[NH:16][C:15]3[C:10](=[CH:11][CH:12]=[CH:13][CH:14]=3)[C:9]=2[CH:8]=[CH:7][CH:6]=1.[CH3:18][C:19]1[CH:27]=[CH:26][C:22]([C:23](Cl)=[O:24])=[CH:21][CH:20]=1.[OH-].[Na+].[CH:30]1C=CC=C[CH:31]=1, predict the reaction product. The product is: [CH2:30]([N:16]1[C:15]2[CH:14]=[CH:13][C:12]([C:23]([C:22]3[CH:26]=[CH:27][C:19]([CH3:18])=[CH:20][CH:21]=3)=[O:24])=[CH:11][C:10]=2[C:9]2[C:17]1=[CH:5][CH:6]=[CH:7][CH:8]=2)[CH3:31]. (2) Given the reactants [O:1]=[C:2]1[CH:7]=[C:6]([CH2:8][NH:9]C(=O)OC(C)(C)C)[CH:5]=[CH:4][N:3]1[C:17]1[CH:22]=[CH:21][CH:20]=[CH:19][CH:18]=1.Cl, predict the reaction product. The product is: [NH2:9][CH2:8][C:6]1[CH:5]=[CH:4][N:3]([C:17]2[CH:22]=[CH:21][CH:20]=[CH:19][CH:18]=2)[C:2](=[O:1])[CH:7]=1. (3) Given the reactants [CH3:1][C:2]1[CH:11]=[C:10]([N:12]2[CH2:16][CH2:15][CH2:14][CH2:13]2)[C:9]2[C:4](=[CH:5][C:6]([O:17][CH2:18][CH2:19][OH:20])=[CH:7][CH:8]=2)[N:3]=1.C(N(CC)CC)C.[S:28](Cl)([C:31]1[CH:37]=[CH:36][C:34]([CH3:35])=[CH:33][CH:32]=1)(=[O:30])=[O:29].C([O-])(O)=O.[Na+], predict the reaction product. The product is: [CH3:1][C:2]1[CH:11]=[C:10]([N:12]2[CH2:13][CH2:14][CH2:15][CH2:16]2)[C:9]2[C:4](=[CH:5][C:6]([O:17][CH2:18][CH2:19][O:20][S:28]([C:31]3[CH:37]=[CH:36][C:34]([CH3:35])=[CH:33][CH:32]=3)(=[O:30])=[O:29])=[CH:7][CH:8]=2)[N:3]=1. (4) Given the reactants [Cl:1][C:2]1[CH:3]=[CH:4][C:5]([O:11]C)=[C:6]([CH2:8][C:9]#[N:10])[CH:7]=1.[Na].Cl.Cl.[C:16]([NH:20][NH2:21])([CH3:19])([CH3:18])[CH3:17].[CH2:22](N(CC)CC)C.[F:29][C:30]([F:41])([F:40])[C:31](O[C:31](=[O:32])[C:30]([F:41])([F:40])[F:29])=[O:32].B(Br)(Br)Br, predict the reaction product. The product is: [C:16]([N:20]1[C:9]([NH:10][C:31](=[O:32])[C:30]([F:41])([F:40])[F:29])=[C:8]([C:6]2[CH:7]=[C:2]([Cl:1])[CH:3]=[CH:4][C:5]=2[OH:11])[CH:22]=[N:21]1)([CH3:19])([CH3:18])[CH3:17]. (5) Given the reactants Br[C:2]1[CH:7]=[CH:6][C:5]([C:8]2[O:12][C:11]([CH3:13])=[N:10][CH:9]=2)=[C:4](F)[CH:3]=1.CN(C)[C:17](=[O:19])C.[C:21]([O:24]CC)(=[O:23])C, predict the reaction product. The product is: [CH3:17][O:19][C:4]1[CH:3]=[C:2]([CH:7]=[CH:6][C:5]=1[C:8]1[O:12][C:11]([CH3:13])=[N:10][CH:9]=1)[C:21]([OH:24])=[O:23]. (6) Given the reactants CI.[Br:3][C:4]1[CH:5]=[C:6]([CH:9]=[CH:10][C:11]=1[CH:12]1[C:17]2[C:18](=[O:21])[CH2:19][CH2:20][C:16]=2[N:15]([C:22]2[CH:27]=[CH:26][CH:25]=[C:24]([C:28]([F:31])([F:30])[F:29])[CH:23]=2)[C:14](=[O:32])[NH:13]1)[C:7]#[N:8].[C:33](=O)([O-])[O-].[Cs+].[Cs+].O, predict the reaction product. The product is: [Br:3][C:4]1[CH:5]=[C:6]([CH:9]=[CH:10][C:11]=1[CH:12]1[C:17]2[C:18](=[O:21])[CH2:19][CH2:20][C:16]=2[N:15]([C:22]2[CH:27]=[CH:26][CH:25]=[C:24]([C:28]([F:30])([F:31])[F:29])[CH:23]=2)[C:14](=[O:32])[N:13]1[CH3:33])[C:7]#[N:8]. (7) Given the reactants Cl[C:2]([CH3:8])([CH3:7])[C:3]([O:5][CH3:6])=[O:4].[C:9](OC)(=[O:13])C(C)=C, predict the reaction product. The product is: [CH3:9][O:13][CH2:7][CH:2]([CH3:8])[C:3]([O:5][CH3:6])=[O:4].